Dataset: Full USPTO retrosynthesis dataset with 1.9M reactions from patents (1976-2016). Task: Predict the reactants needed to synthesize the given product. (1) Given the product [C:1]([NH:4][C:5]([CH2:16][C:17]([C:18]1[CH:19]=[CH:20][C:21]([S:24][C:25]2[CH:26]=[CH:27][C:28]([C:31]3[N:43]=[C:34]([CH2:35][CH3:36])[O:33][CH:32]=3)=[CH:29][CH:30]=2)=[CH:22][CH:23]=1)=[O:39])([C:11]([O:13][CH2:14][CH3:15])=[O:12])[C:6]([O:8][CH2:9][CH3:10])=[O:7])(=[O:3])[CH3:2], predict the reactants needed to synthesize it. The reactants are: [C:1]([NH:4][C:5]([CH2:16][C:17](=[O:39])[C:18]1[CH:23]=[CH:22][C:21]([S:24][C:25]2[CH:30]=[CH:29][C:28]([C:31](=O)[CH2:32][O:33][C:34](=O)[CH2:35][CH3:36])=[CH:27][CH:26]=2)=[CH:20][CH:19]=1)([C:11]([O:13][CH2:14][CH3:15])=[O:12])[C:6]([O:8][CH2:9][CH3:10])=[O:7])(=[O:3])[CH3:2].C([NH2:43])(=O)C.B(F)(F)F.CCOCC. (2) Given the product [OH:5][C:3]1[C:4]2[C:8](=[CH:12][CH:13]=[CH:14][CH:15]=2)[C:6]([OH:9])=[N:2][N:1]=1, predict the reactants needed to synthesize it. The reactants are: [NH2:1][NH2:2].[CH2:3]([OH:5])[CH3:4].[CH:6]([OH:9])([CH3:8])C.CN1[CH2:15][CH2:14][CH2:13][C:12]1=O. (3) Given the product [Cl:21][C:18]1[CH:19]=[C:20]2[C:15]([CH:14]=[C:13]([CH2:22][CH2:23][CH2:24][CH2:25][CH2:26][CH3:27])[N:12]2[C:10](=[O:11])[CH2:9][C@H:8]([CH3:28])[CH2:7][C:6]([OH:29])=[O:5])=[CH:16][CH:17]=1, predict the reactants needed to synthesize it. The reactants are: C[Si](C)(C)CC[O:5][C:6](=[O:29])[CH2:7][C@@H:8]([CH3:28])[CH2:9][C:10]([N:12]1[C:20]2[C:15](=[CH:16][CH:17]=[C:18]([Cl:21])[CH:19]=2)[CH:14]=[C:13]1[CH2:22][CH2:23][CH2:24][CH2:25][CH2:26][CH3:27])=[O:11].FC(F)(F)C(O)=O.O.C(OCC)(=O)C. (4) Given the product [BrH:1].[Br:1][C:14]1[S:13][C:12]2=[N:15][CH2:16][CH2:17][N:11]2[C:10]=1[C:5]1[CH:6]=[CH:7][C:8]([Cl:9])=[C:3]([Cl:2])[CH:4]=1, predict the reactants needed to synthesize it. The reactants are: [BrH:1].[Cl:2][C:3]1[CH:4]=[C:5]([C:10]2[N:11]3[CH2:17][CH2:16][N:15]=[C:12]3[S:13][CH:14]=2)[CH:6]=[CH:7][C:8]=1[Cl:9].C([O-])(O)=O.[Na+].BrBr.